Dataset: Catalyst prediction with 721,799 reactions and 888 catalyst types from USPTO. Task: Predict which catalyst facilitates the given reaction. (1) Reactant: C[O:2][C:3]1[C:8]([C:9]([F:12])([F:11])[F:10])=[CH:7][CH:6]=[CH:5][C:4]=1[CH:13]1[CH2:18][CH2:17][N:16]([CH2:19][CH2:20][CH3:21])[CH2:15][CH2:14]1.Cl.N1C=CC=CC=1.C(=O)([O-])[O-].[Na+].[Na+]. Product: [CH2:19]([N:16]1[CH2:17][CH2:18][CH:13]([C:4]2[CH:5]=[CH:6][CH:7]=[C:8]([C:9]([F:10])([F:11])[F:12])[C:3]=2[OH:2])[CH2:14][CH2:15]1)[CH2:20][CH3:21]. The catalyst class is: 13. (2) Reactant: [F:1][C:2]1[CH:7]=[CH:6][C:5]([CH:8]2[C:17]([CH3:19])([CH3:18])[CH2:16][C:15]3[C:10](=[CH:11][CH:12]=[C:13]([C:20]([O:22][CH3:23])=[O:21])[CH:14]=3)[NH:9]2)=[CH:4][C:3]=1[N+:24]([O-])=O.C(N(CC)C(C)C)(C)C.[C:36](Cl)(=[O:40])[CH:37]([CH3:39])[CH3:38]. Product: [CH3:23][O:22][C:20]([C:13]1[CH:14]=[C:15]2[C:10](=[CH:11][CH:12]=1)[NH:9][CH:8]([C:5]1[CH:6]=[CH:7][C:2]([F:1])=[C:3]([NH:24][C:36](=[O:40])[CH:37]([CH3:39])[CH3:38])[CH:4]=1)[C:17]([CH3:19])([CH3:18])[CH2:16]2)=[O:21]. The catalyst class is: 4. (3) The catalyst class is: 13. Reactant: [F:1][C:2]1[CH:7]=[CH:6][C:5]([C:8]2[N:12]([CH3:13])[N:11]=[CH:10][C:9]=2/[CH:14]=[CH:15]/[C:16]([NH:18][C:19]2[CH:24]=[CH:23][C:22]([CH2:25][C:26]([NH:28][NH2:29])=[O:27])=[CH:21][CH:20]=2)=[O:17])=[CH:4][CH:3]=1.[C:30](OCC)(OCC)(OCC)[CH3:31].CS(O)(=O)=O.O1CCCC1. Product: [F:1][C:2]1[CH:7]=[CH:6][C:5]([C:8]2[N:12]([CH3:13])[N:11]=[CH:10][C:9]=2/[CH:14]=[CH:15]/[C:16]([NH:18][C:19]2[CH:20]=[CH:21][C:22]([CH2:25][C:26]3[O:27][C:30]([CH3:31])=[N:29][N:28]=3)=[CH:23][CH:24]=2)=[O:17])=[CH:4][CH:3]=1. (4) Reactant: O1CCC(=O)C[CH2:2]1.[CH3:8][O:9][C:10](=[O:19])[C:11]1[CH:16]=[CH:15][C:14](N)=[C:13](I)[CH:12]=1.C1[N:25]2[CH2:26][CH2:27][N:22]([CH2:23][CH2:24]2)C1.[O-]S([O-])(=O)=O.[Mg+2]. Product: [CH2:24]1[C:23]2[NH:22][C:12]3[C:11]([C:10]([O:9][CH3:8])=[O:19])=[CH:16][CH2:15][CH2:14][C:13]=3[C:2]=2[CH:27]=[CH:26][NH:25]1. The catalyst class is: 416. (5) Reactant: C(OC(=O)[NH:7][C:8]([CH3:40])([CH3:39])[C:9]([N:11]1[CH2:15][CH2:14][C@@:13]([N:17]2[C:21]3[N:22]=[C:23]([N:33]4[CH2:38][CH2:37][O:36][CH2:35][CH2:34]4)[N:24]=[C:25]([C:26]4[CH:27]=[N:28][C:29]([NH2:32])=[N:30][CH:31]=4)[C:20]=3[CH2:19][CH2:18]2)([CH3:16])[CH2:12]1)=[O:10])(C)(C)C.Cl. Product: [NH2:7][C:8]([CH3:40])([CH3:39])[C:9]([N:11]1[CH2:15][CH2:14][C@@:13]([N:17]2[C:21]3[N:22]=[C:23]([N:33]4[CH2:38][CH2:37][O:36][CH2:35][CH2:34]4)[N:24]=[C:25]([C:26]4[CH:31]=[N:30][C:29]([NH2:32])=[N:28][CH:27]=4)[C:20]=3[CH2:19][CH2:18]2)([CH3:16])[CH2:12]1)=[O:10]. The catalyst class is: 11. (6) Reactant: [CH3:1][C@H:2]([CH2:5][CH2:6][OH:7])[CH2:3][OH:4].C(N(CC)CC)C.[CH3:15][S:16](Cl)(=[O:18])=[O:17].Cl. Product: [CH3:15][S:16]([O:4][CH2:3][C@H:2]([CH3:1])[CH2:5][CH2:6][O:7][S:16]([CH3:15])(=[O:18])=[O:17])(=[O:18])=[O:17]. The catalyst class is: 2. (7) Reactant: [Cl:1][C:2]1[CH:25]=[CH:24][C:5]([CH2:6][C:7]2[C:11](=[O:12])[N:10]([C:13]3[S:14][C:15]([C:19]([O:21]C)=[O:20])=[C:16]([CH3:18])[N:17]=3)[NH:9][C:8]=2[CH3:23])=[CH:4][CH:3]=1.O.[OH-].[Li+]. Product: [Cl:1][C:2]1[CH:25]=[CH:24][C:5]([CH2:6][C:7]2[C:11](=[O:12])[N:10]([C:13]3[S:14][C:15]([C:19]([OH:21])=[O:20])=[C:16]([CH3:18])[N:17]=3)[NH:9][C:8]=2[CH3:23])=[CH:4][CH:3]=1. The catalyst class is: 30. (8) Reactant: [F:1][C:2]1[CH:7]=[CH:6][C:5]([NH:8][NH:9][C:10]([C:12]2[S:13][CH:14]=[CH:15][CH:16]=2)=[O:11])=[CH:4][CH:3]=1.[O:17]1CCC[CH2:18]1.C(Cl)(Cl)=O.C(OCC)(=O)C. Product: [F:1][C:2]1[CH:7]=[CH:6][C:5]([N:8]2[N:9]=[C:10]([C:12]3[S:13][CH:14]=[CH:15][CH:16]=3)[O:11][C:18]2=[O:17])=[CH:4][CH:3]=1. The catalyst class is: 4.